Dataset: Full USPTO retrosynthesis dataset with 1.9M reactions from patents (1976-2016). Task: Predict the reactants needed to synthesize the given product. Given the product [F:31][C:32]1[CH:50]=[CH:49][C:35]([CH2:36][N:37]([CH3:48])[C:38]([C:40]2[CH2:41][N:30]([CH2:29][CH2:28][C:25]3[CH:26]=[CH:27][N:22]=[CH:23][CH:24]=3)[C:43](=[O:46])[C:44]=2[OH:45])=[O:39])=[CH:34][CH:33]=1, predict the reactants needed to synthesize it. The reactants are: COC(=O)C(O)=CC(=O)N(CC1C=CC(F)=CC=1)C.C=O.[N:22]1[CH:27]=[CH:26][C:25]([CH2:28][CH2:29][NH2:30])=[CH:24][CH:23]=1.[F:31][C:32]1[CH:50]=[CH:49][C:35]([CH2:36][N:37]([CH3:48])[C:38]([C:40]2[CH2:41]N(C)[C:43](=[O:46])[C:44]=2[OH:45])=[O:39])=[CH:34][CH:33]=1.